Dataset: Forward reaction prediction with 1.9M reactions from USPTO patents (1976-2016). Task: Predict the product of the given reaction. (1) Given the reactants Cl[C:2]1[CH:7]=[C:6]([O:8][CH2:9][C:10]#[C:11][CH3:12])[N:5]=[CH:4][N:3]=1.C(=O)([O-])[O-].[K+].[K+].[O:19]([C:26]1[CH:27]=[C:28]([OH:32])[CH:29]=[CH:30][CH:31]=1)[C:20]1[CH:25]=[CH:24][CH:23]=[CH:22][CH:21]=1.[Cl-].[NH4+], predict the reaction product. The product is: [CH2:9]([O:8][C:6]1[CH:7]=[C:2]([O:32][C:28]2[CH:29]=[CH:30][CH:31]=[C:26]([O:19][C:20]3[CH:21]=[CH:22][CH:23]=[CH:24][CH:25]=3)[CH:27]=2)[N:3]=[CH:4][N:5]=1)[C:10]#[C:11][CH3:12]. (2) Given the reactants [NH2:1][C:2]1[CH:3]=[C:4]([C:9]2[CH:21]=[CH:20][C:12]3[N:13]=[C:14]([NH:16][C:17](=[O:19])[CH3:18])[S:15][C:11]=3[CH:10]=2)[CH:5]=[N:6][C:7]=1[CH3:8].C1COCC1.[C:27]1([S:33](Cl)(=[O:35])=[O:34])[CH:32]=[CH:31][CH:30]=[CH:29][CH:28]=1, predict the reaction product. The product is: [CH3:8][C:7]1[N:6]=[CH:5][C:4]([C:9]2[CH:21]=[CH:20][C:12]3[N:13]=[C:14]([NH:16][C:17](=[O:19])[CH3:18])[S:15][C:11]=3[CH:10]=2)=[CH:3][C:2]=1[NH:1][S:33]([C:27]1[CH:32]=[CH:31][CH:30]=[CH:29][CH:28]=1)(=[O:35])=[O:34]. (3) Given the reactants [NH2:1][C:2]1[CH:24]=[CH:23][C:5]([O:6][C:7]2[C:16]3[C:11](=[CH:12][C:13]([O:19][CH3:20])=[C:14]([O:17][CH3:18])[CH:15]=3)[N:10]=[C:9]([NH:21][CH3:22])[CH:8]=2)=[C:4]([F:25])[CH:3]=1.COC1C=C2C(=CC=1OC)N=C(SC)C=C2OC1C=CC(N[C:50]([C:52]2([C:55]([NH:57][C:58]3[CH:63]=[CH:62][C:61]([F:64])=[CH:60][CH:59]=3)=[O:56])[CH2:54][CH2:53]2)=[O:51])=CC=1F, predict the reaction product. The product is: [F:25][C:4]1[CH:3]=[C:2]([NH:1][C:50]([C:52]2([C:55]([NH:57][C:58]3[CH:63]=[CH:62][C:61]([F:64])=[CH:60][CH:59]=3)=[O:56])[CH2:54][CH2:53]2)=[O:51])[CH:24]=[CH:23][C:5]=1[O:6][C:7]1[C:16]2[C:11](=[CH:12][C:13]([O:19][CH3:20])=[C:14]([O:17][CH3:18])[CH:15]=2)[N:10]=[C:9]([NH:21][CH3:22])[CH:8]=1. (4) Given the reactants [I:1][C:2]1[C:7]([O:8][CH3:9])=[CH:6][CH:5]=[CH:4][C:3]=1[OH:10].[H-].[Na+].Cl[CH2:14][C:15]([CH3:17])=[CH2:16].O, predict the reaction product. The product is: [I:1][C:2]1[C:3]([O:10][CH2:16][C:15]([CH3:17])=[CH2:14])=[CH:4][CH:5]=[CH:6][C:7]=1[O:8][CH3:9]. (5) The product is: [CH:5]([N:8]([C:1]([Cl:4])=[O:2])[NH:9][C:10](=[O:12])[CH3:11])([CH3:7])[CH3:6]. Given the reactants [C:1]([Cl:4])(Cl)=[O:2].[CH:5]([NH:8][NH:9][C:10](=[O:12])[CH3:11])([CH3:7])[CH3:6], predict the reaction product.